From a dataset of NCI-60 drug combinations with 297,098 pairs across 59 cell lines. Regression. Given two drug SMILES strings and cell line genomic features, predict the synergy score measuring deviation from expected non-interaction effect. (1) Drug 1: C(CC(=O)O)C(=O)CN.Cl. Drug 2: C1CNP(=O)(OC1)N(CCCl)CCCl. Cell line: SNB-19. Synergy scores: CSS=10.2, Synergy_ZIP=-1.77, Synergy_Bliss=-0.327, Synergy_Loewe=-6.63, Synergy_HSA=-1.83. (2) Drug 1: COC1=C(C=C2C(=C1)N=CN=C2NC3=CC(=C(C=C3)F)Cl)OCCCN4CCOCC4. Drug 2: CC1CCC2CC(C(=CC=CC=CC(CC(C(=O)C(C(C(=CC(C(=O)CC(OC(=O)C3CCCCN3C(=O)C(=O)C1(O2)O)C(C)CC4CCC(C(C4)OC)O)C)C)O)OC)C)C)C)OC. Cell line: CCRF-CEM. Synergy scores: CSS=31.3, Synergy_ZIP=-2.53, Synergy_Bliss=-2.86, Synergy_Loewe=-10.6, Synergy_HSA=0.528. (3) Drug 1: CCCCC(=O)OCC(=O)C1(CC(C2=C(C1)C(=C3C(=C2O)C(=O)C4=C(C3=O)C=CC=C4OC)O)OC5CC(C(C(O5)C)O)NC(=O)C(F)(F)F)O. Synergy scores: CSS=23.6, Synergy_ZIP=-3.70, Synergy_Bliss=-0.874, Synergy_Loewe=-16.2, Synergy_HSA=-0.901. Cell line: SK-OV-3. Drug 2: C1CC(=O)NC(=O)C1N2C(=O)C3=CC=CC=C3C2=O.